From a dataset of Forward reaction prediction with 1.9M reactions from USPTO patents (1976-2016). Predict the product of the given reaction. Given the reactants [NH2:1][C:2]1([C:5]2[CH:17]=[CH:16][C:8]([C:9]([O:11][C:12]([CH3:15])([CH3:14])[CH3:13])=[O:10])=[CH:7][CH:6]=2)[CH2:4][CH2:3]1.Cl[C:19]([O:21][CH2:22][CH:23]=[CH2:24])=[O:20], predict the reaction product. The product is: [CH2:22]([O:21][C:19]([NH:1][C:2]1([C:5]2[CH:17]=[CH:16][C:8]([C:9]([O:11][C:12]([CH3:13])([CH3:14])[CH3:15])=[O:10])=[CH:7][CH:6]=2)[CH2:4][CH2:3]1)=[O:20])[CH:23]=[CH2:24].